Dataset: Full USPTO retrosynthesis dataset with 1.9M reactions from patents (1976-2016). Task: Predict the reactants needed to synthesize the given product. (1) The reactants are: C(OC([N:6]=[S:7]([CH2:35][CH3:36])([C:9]1[CH:14]=[CH:13][CH:12]=[C:11]([CH2:15][O:16][C:17]2[CH:26]=[C:25]3[C:20]([C:21]([NH:27][C:28]4[S:29][CH:30]=[CH:31][N:32]=4)=[N:22][CH:23]=[N:24]3)=[CH:19][C:18]=2[O:33][CH3:34])[CH:10]=1)=[O:8])=O)C.ClCCl.CO. Given the product [CH2:35]([S:7]([C:9]1[CH:14]=[CH:13][CH:12]=[C:11]([CH2:15][O:16][C:17]2[CH:26]=[C:25]3[C:20]([C:21]([NH:27][C:28]4[S:29][CH:30]=[CH:31][N:32]=4)=[N:22][CH:23]=[N:24]3)=[CH:19][C:18]=2[O:33][CH3:34])[CH:10]=1)(=[NH:6])=[O:8])[CH3:36], predict the reactants needed to synthesize it. (2) Given the product [Cl:1][C:2]1[C:11]2[C:6](=[CH:7][CH:8]=[C:9]([CH2:12][O:13][CH3:17])[CH:10]=2)[N:5]=[CH:4][CH:3]=1, predict the reactants needed to synthesize it. The reactants are: [Cl:1][C:2]1[C:11]2[C:6](=[CH:7][CH:8]=[C:9]([CH2:12][OH:13])[CH:10]=2)[N:5]=[CH:4][CH:3]=1.[H-].[Na+].I[CH3:17]. (3) Given the product [Cl:31][C:32]1[CH:40]=[CH:39][CH:38]=[C:37]([Cl:41])[C:33]=1[C:34]([NH:29][C:26]1[CH:27]=[CH:28][C:23]([CH2:22][C@@H:4]([C:3]([OH:2])=[O:30])[NH:5][C:6]([C:8]2([CH2:13][C:14]3[CH:19]=[CH:18][C:17]([O:20][CH3:21])=[CH:16][CH:15]=3)[CH2:12][CH2:11][CH2:10][CH2:9]2)=[O:7])=[CH:24][CH:25]=1)=[O:35], predict the reactants needed to synthesize it. The reactants are: C[O:2][C:3](=[O:30])[C@H:4]([CH2:22][C:23]1[CH:28]=[CH:27][C:26]([NH2:29])=[CH:25][CH:24]=1)[NH:5][C:6]([C:8]1([CH2:13][C:14]2[CH:19]=[CH:18][C:17]([O:20][CH3:21])=[CH:16][CH:15]=2)[CH2:12][CH2:11][CH2:10][CH2:9]1)=[O:7].[Cl:31][C:32]1[CH:40]=[CH:39][CH:38]=[C:37]([Cl:41])[C:33]=1[C:34](Cl)=[O:35].N1C(C)=CC=CC=1C.